The task is: Predict the reactants needed to synthesize the given product.. This data is from Full USPTO retrosynthesis dataset with 1.9M reactions from patents (1976-2016). (1) Given the product [C:16]1([S:22]([N:9]2[C:10]3[C:6](=[C:5]([C:4]([F:3])([F:14])[F:15])[CH:13]=[CH:12][CH:11]=3)[CH:7]=[CH:8]2)(=[O:24])=[O:23])[CH:21]=[CH:20][CH:19]=[CH:18][CH:17]=1, predict the reactants needed to synthesize it. The reactants are: [H-].[Na+].[F:3][C:4]([F:15])([F:14])[C:5]1[CH:13]=[CH:12][CH:11]=[C:10]2[C:6]=1[CH:7]=[CH:8][NH:9]2.[C:16]1([S:22](Cl)(=[O:24])=[O:23])[CH:21]=[CH:20][CH:19]=[CH:18][CH:17]=1.[Cl-].[NH4+]. (2) Given the product [ClH:9].[CH3:1][C:2]1([CH3:8])[NH:6][NH:5][C:4](=[O:7])[CH2:3]1, predict the reactants needed to synthesize it. The reactants are: [CH3:1][C:2]1([CH3:8])[NH:6][NH:5][C:4](=[O:7])[CH2:3]1.[ClH:9]. (3) Given the product [CH:3]1([CH2:6][C:7]2[CH:8]=[C:9]([CH3:46])[C:10]([NH:14][C:15]([NH:17][C:18]3[CH:19]=[C:20]([C:39]4[CH:44]=[CH:43][CH:42]=[C:41]([F:45])[CH:40]=4)[CH:21]=[CH:22][C:23]=3[C:24]([NH:26][C@H:27]([C:31]([OH:33])=[O:32])[C@@H:28]([CH3:30])[O:29][C:3]([CH3:6])([CH3:5])[CH3:4])=[O:25])=[O:2])=[C:11]([CH3:13])[CH:12]=2)[CH2:4][CH2:5]1, predict the reactants needed to synthesize it. The reactants are: [Li+].[OH-:2].[CH:3]1([CH2:6][C:7]2[CH:12]=[C:11]([CH3:13])[C:10]([NH:14][C:15]([NH:17][C:18]3[CH:19]=[C:20]([C:39]4[CH:44]=[CH:43][CH:42]=[C:41]([F:45])[CH:40]=4)[CH:21]=[CH:22][C:23]=3[C:24]([N:26](C(C)(C)C)[C@H:27]([C:31]([O:33]C)=[O:32])[C@@H:28]([CH3:30])[OH:29])=[O:25])=O)=[C:9]([CH3:46])[CH:8]=2)[CH2:5][CH2:4]1. (4) Given the product [Br:1][C:2]1[CH:7]=[CH:6][C:5]([CH2:8][Cl:13])=[C:4]([CH3:10])[CH:3]=1, predict the reactants needed to synthesize it. The reactants are: [Br:1][C:2]1[CH:7]=[CH:6][C:5]([CH2:8]O)=[C:4]([CH3:10])[CH:3]=1.O=S(Cl)[Cl:13]. (5) Given the product [NH2:37][C:5]1[C:4](=[O:22])[C:3]([O:2][CH3:1])=[CH:8][N:7]([C:9]2[CH:10]=[CH:11][CH:12]=[C:13]3[C:18]=2[N:17]=[CH:16][CH:15]=[CH:14]3)[N:6]=1, predict the reactants needed to synthesize it. The reactants are: [CH3:1][O:2][C:3]1[C:4](=[O:22])[C:5](C(O)=O)=[N:6][N:7]([C:9]2[CH:10]=[CH:11][CH:12]=[C:13]3[C:18]=2[N:17]=[CH:16][CH:15]=[CH:14]3)[CH:8]=1.C1C=CC(P([N:37]=[N+]=[N-])(C2C=CC=CC=2)=O)=CC=1.CCN(CC)CC.[OH-].[Na+]. (6) Given the product [CH3:15][C:13]([O:16][C:17](=[O:28])[NH:18][CH2:19][CH2:20][CH2:21][C:22](=[O:23])[C:2]1[S:3][CH:4]=[CH:5][N:6]=1)([CH3:12])[CH3:14], predict the reactants needed to synthesize it. The reactants are: Br[C:2]1[S:3][CH:4]=[CH:5][N:6]=1.C([Li])CCC.[CH3:12][C:13]([O:16][C:17](=[O:28])[NH:18][CH2:19][CH2:20][CH2:21][C:22](NCOC)=[O:23])([CH3:15])[CH3:14].